The task is: Predict the reactants needed to synthesize the given product.. This data is from Retrosynthesis with 50K atom-mapped reactions and 10 reaction types from USPTO. (1) Given the product COc1ccc2c(c1)C(=O)N1CCC[C@H]1c1c(C(=O)NC3CC3)ncn1-2, predict the reactants needed to synthesize it. The reactants are: COc1ccc2c(c1)C(=O)N1CCC[C@H]1c1c(C(=O)O)ncn1-2.NC1CC1. (2) Given the product COc1ccc(C=NNC(=N)N)c(C)c1C, predict the reactants needed to synthesize it. The reactants are: COc1ccc(C=O)c(C)c1C.N=C(N)NN.